From a dataset of Peptide-MHC class II binding affinity with 134,281 pairs from IEDB. Regression. Given a peptide amino acid sequence and an MHC pseudo amino acid sequence, predict their binding affinity value. This is MHC class II binding data. (1) The peptide sequence is WKVRLLPVPPTVTVF. The MHC is HLA-DPA10201-DPB10101 with pseudo-sequence HLA-DPA10201-DPB10101. The binding affinity (normalized) is 0.438. (2) The MHC is DRB1_1001 with pseudo-sequence DRB1_1001. The peptide sequence is AWASACGGTGKNTIV. The binding affinity (normalized) is 0.185.